Dataset: Catalyst prediction with 721,799 reactions and 888 catalyst types from USPTO. Task: Predict which catalyst facilitates the given reaction. (1) Reactant: C([O:5][C:6](=[O:20])[CH2:7][O:8][C:9]1[CH:14]=[CH:13][C:12]([O:15][C:16]([F:19])([F:18])[F:17])=[CH:11][CH:10]=1)(C)(C)C. Product: [F:17][C:16]([F:18])([F:19])[O:15][C:12]1[CH:11]=[CH:10][C:9]([O:8][CH2:7][C:6]([OH:20])=[O:5])=[CH:14][CH:13]=1. The catalyst class is: 67. (2) Reactant: [C:1]([OH:13])(=[O:12])[CH2:2][NH:3][C:4]([C:6]1[CH:11]=[CH:10][CH:9]=[CH:8][CH:7]=1)=[O:5].[CH2:14]([CH:16]([CH2:19][CH2:20][CH2:21][CH3:22])[CH2:17]O)[CH3:15].S(=O)(=O)(O)O. Product: [CH2:14]([CH:16]([CH2:19][CH2:20][CH2:21][CH3:22])[CH2:17][O:12][C:1](=[O:13])[CH2:2][NH:3][C:4](=[O:5])[C:6]1[CH:7]=[CH:8][CH:9]=[CH:10][CH:11]=1)[CH3:15]. The catalyst class is: 11. (3) Reactant: [NH2:1][CH2:2][C@H:3]([C:5]1[CH:10]=[CH:9][CH:8]=[CH:7][C:6]=1[Cl:11])[OH:4]. Product: [NH2:1][CH2:2][C@@H:3]([C:5]1[CH:10]=[CH:9][CH:8]=[CH:7][C:6]=1[Cl:11])[OH:4]. The catalyst class is: 14.